Dataset: Catalyst prediction with 721,799 reactions and 888 catalyst types from USPTO. Task: Predict which catalyst facilitates the given reaction. (1) Reactant: C(OC([N:11]1[CH2:16][CH2:15][N:14]([C:17]2[N:22]=[C:21]([N:23]3[CH2:28][CH2:27][CH:26]([CH3:29])[CH2:25][CH2:24]3)[C:20]([N+:30]([O-:32])=[O:31])=[CH:19][CH:18]=2)[CH2:13][CH2:12]1)=O)C1C=CC=CC=1.[BrH:33].CCOCC. Product: [BrH:33].[BrH:33].[CH3:29][CH:26]1[CH2:27][CH2:28][N:23]([C:21]2[C:20]([N+:30]([O-:32])=[O:31])=[CH:19][CH:18]=[C:17]([N:14]3[CH2:15][CH2:16][NH:11][CH2:12][CH2:13]3)[N:22]=2)[CH2:24][CH2:25]1. The catalyst class is: 52. (2) Product: [F:22][C:21]([F:24])([F:23])[C:19]([OH:25])=[O:20].[CH3:1][N:2]1[C:10]2[CH2:9][CH2:8][NH:7][CH2:6][C:5]=2[C:4]([CH3:18])=[N:3]1. The catalyst class is: 2. Reactant: [CH3:1][N:2]1[C:10]2[CH2:9][CH2:8][N:7](C(OC(C)(C)C)=O)[CH2:6][C:5]=2[C:4]([CH3:18])=[N:3]1.[C:19]([OH:25])([C:21]([F:24])([F:23])[F:22])=[O:20]. (3) Reactant: [Cl:1][C:2]1[CH:7]=[CH:6][N:5]=[C:4]2[NH:8][C:9]([C:11]3[CH:27]=[CH:26][C:14]([C:15]([NH:17][CH2:18][CH2:19][N:20]4[CH2:25][CH2:24][O:23][CH2:22][CH2:21]4)=[O:16])=[CH:13][CH:12]=3)=[N:10][C:3]=12.[CH3:28][O:29][C:30]1[CH:35]=[CH:34][C:33](B(O)O)=[CH:32][CH:31]=1.C(=O)([O-])[O-].[Na+].[Na+]. Product: [ClH:1].[CH3:28][O:29][C:30]1[CH:35]=[CH:34][C:33]([C:2]2[CH:7]=[CH:6][N:5]=[C:4]3[NH:8][C:9]([C:11]4[CH:27]=[CH:26][C:14]([C:15]([NH:17][CH2:18][CH2:19][N:20]5[CH2:25][CH2:24][O:23][CH2:22][CH2:21]5)=[O:16])=[CH:13][CH:12]=4)=[N:10][C:3]=23)=[CH:32][CH:31]=1. The catalyst class is: 140. (4) Reactant: [NH2:1][C:2]1[CH:3]=[N:4][CH:5]=[CH:6][C:7]=1[N:8]1[CH2:13][CH2:12][C@@H:11]2[O:14][C:15](=[O:24])[N:16]([C:17]([O:19][C:20]([CH3:23])([CH3:22])[CH3:21])=[O:18])[C@@H:10]2[CH2:9]1.[NH2:25][C:26]1[C:27]([C:45](O)=[O:46])=[N:28][C:29]([C:32]2[CH:37]=[C:36]([C:38](=[O:43])[NH:39][CH:40]([CH3:42])[CH3:41])[CH:35]=[CH:34][C:33]=2[F:44])=[CH:30][CH:31]=1.C(Cl)CCl.C1C=NC2N(O)N=NC=2C=1. Product: [NH2:25][C:26]1[C:27]([C:45]([NH:1][C:2]2[CH:3]=[N:4][CH:5]=[CH:6][C:7]=2[N:8]2[CH2:13][CH2:12][C@@H:11]3[O:14][C:15](=[O:24])[N:16]([C:17]([O:19][C:20]([CH3:21])([CH3:23])[CH3:22])=[O:18])[C@@H:10]3[CH2:9]2)=[O:46])=[N:28][C:29]([C:32]2[CH:37]=[C:36]([C:38](=[O:43])[NH:39][CH:40]([CH3:42])[CH3:41])[CH:35]=[CH:34][C:33]=2[F:44])=[CH:30][CH:31]=1. The catalyst class is: 18. (5) Reactant: [C:1]([O:5][C:6]([NH:8][CH2:9][C:10]1[CH:15]=[CH:14][C:13](B(O)O)=[CH:12][CH:11]=1)=[O:7])([CH3:4])([CH3:3])[CH3:2].[Cl:19][CH:20]([Cl:36])[C:21]([NH:23][C@H:24]([CH2:34][F:35])[C@H:25]([OH:33])[C:26]1[CH:31]=[CH:30][C:29](I)=[CH:28][CH:27]=1)=[O:22]. Product: [Cl:19][CH:20]([Cl:36])[C:21]([NH:23][C@H:24]([CH2:34][F:35])[C@@H:25]([C:26]1[CH:27]=[CH:28][C:29]([C:13]2[CH:14]=[CH:15][C:10]([CH2:9][NH:8][C:6](=[O:7])[O:5][C:1]([CH3:4])([CH3:3])[CH3:2])=[CH:11][CH:12]=2)=[CH:30][CH:31]=1)[OH:33])=[O:22]. The catalyst class is: 70. (6) Reactant: [CH3:1][NH:2][CH2:3][CH2:4][NH:5][CH3:6].Br[CH:8]([C:13]1[CH:18]=[CH:17][C:16]([N+:19]([O-:21])=[O:20])=[CH:15][CH:14]=1)[C:9]([O:11]C)=O. Product: [CH3:1][N:2]1[CH2:3][CH2:4][N:5]([CH3:6])[CH:8]([C:13]2[CH:18]=[CH:17][C:16]([N+:19]([O-:21])=[O:20])=[CH:15][CH:14]=2)[C:9]1=[O:11]. The catalyst class is: 8.